From a dataset of NCI-60 drug combinations with 297,098 pairs across 59 cell lines. Regression. Given two drug SMILES strings and cell line genomic features, predict the synergy score measuring deviation from expected non-interaction effect. Drug 1: C1CC(=O)NC(=O)C1N2CC3=C(C2=O)C=CC=C3N. Drug 2: COC1=C(C=C2C(=C1)N=CN=C2NC3=CC(=C(C=C3)F)Cl)OCCCN4CCOCC4. Cell line: UACC62. Synergy scores: CSS=7.86, Synergy_ZIP=-3.07, Synergy_Bliss=1.98, Synergy_Loewe=3.99, Synergy_HSA=3.78.